From a dataset of Reaction yield outcomes from USPTO patents with 853,638 reactions. Predict the reaction yield, written as a fraction of the theoretical maximum amount of product (1.0 means a 100% yield; for example, 0.34 means a 34% yield). The reactants are Br[C:2]1[CH:7]=[C:6]([CH:8]2[CH2:13][CH2:12][S:11](=[O:15])(=[O:14])[CH2:10][CH2:9]2)[CH:5]=[CH:4][C:3]=1[NH2:16].[C:17]1(B(O)O)[CH2:22][CH2:21][CH2:20][CH2:19][CH:18]=1.C([O-])([O-])=O.[Na+].[Na+].CCOC(C)=O. The catalyst is O1CCOCC1.C1C=CC([P]([Pd]([P](C2C=CC=CC=2)(C2C=CC=CC=2)C2C=CC=CC=2)([P](C2C=CC=CC=2)(C2C=CC=CC=2)C2C=CC=CC=2)[P](C2C=CC=CC=2)(C2C=CC=CC=2)C2C=CC=CC=2)(C2C=CC=CC=2)C2C=CC=CC=2)=CC=1. The product is [C:17]1([C:2]2[CH:7]=[C:6]([CH:8]3[CH2:13][CH2:12][S:11](=[O:15])(=[O:14])[CH2:10][CH2:9]3)[CH:5]=[CH:4][C:3]=2[NH2:16])[CH2:22][CH2:21][CH2:20][CH2:19][CH:18]=1. The yield is 0.860.